From a dataset of NCI-60 drug combinations with 297,098 pairs across 59 cell lines. Regression. Given two drug SMILES strings and cell line genomic features, predict the synergy score measuring deviation from expected non-interaction effect. (1) Drug 1: CC12CCC3C(C1CCC2=O)CC(=C)C4=CC(=O)C=CC34C. Drug 2: CC1C(C(CC(O1)OC2CC(CC3=C2C(=C4C(=C3O)C(=O)C5=C(C4=O)C(=CC=C5)OC)O)(C(=O)CO)O)N)O.Cl. Cell line: CCRF-CEM. Synergy scores: CSS=45.0, Synergy_ZIP=3.25, Synergy_Bliss=3.01, Synergy_Loewe=-4.75, Synergy_HSA=3.34. (2) Drug 1: CN(C)N=NC1=C(NC=N1)C(=O)N. Drug 2: CC1CCC2CC(C(=CC=CC=CC(CC(C(=O)C(C(C(=CC(C(=O)CC(OC(=O)C3CCCCN3C(=O)C(=O)C1(O2)O)C(C)CC4CCC(C(C4)OC)OCCO)C)C)O)OC)C)C)C)OC. Cell line: OVCAR-4. Synergy scores: CSS=13.9, Synergy_ZIP=-4.39, Synergy_Bliss=-3.57, Synergy_Loewe=-21.1, Synergy_HSA=-3.55. (3) Drug 1: COC1=CC(=CC(=C1O)OC)C2C3C(COC3=O)C(C4=CC5=C(C=C24)OCO5)OC6C(C(C7C(O6)COC(O7)C8=CC=CS8)O)O. Drug 2: CCC1(CC2CC(C3=C(CCN(C2)C1)C4=CC=CC=C4N3)(C5=C(C=C6C(=C5)C78CCN9C7C(C=CC9)(C(C(C8N6C=O)(C(=O)OC)O)OC(=O)C)CC)OC)C(=O)OC)O.OS(=O)(=O)O. Cell line: HCT-15. Synergy scores: CSS=51.6, Synergy_ZIP=1.48, Synergy_Bliss=5.07, Synergy_Loewe=3.73, Synergy_HSA=4.02.